From a dataset of Forward reaction prediction with 1.9M reactions from USPTO patents (1976-2016). Predict the product of the given reaction. (1) The product is: [Br:1][C:2]1[CH:3]=[C:4]([C:9]2([CH2:27][F:28])[CH2:14][CH:13]([C:15]([F:16])([F:17])[F:18])[O:12][C:11]([NH2:19])=[N:10]2)[C:5]([F:8])=[N:6][CH:7]=1. Given the reactants [Br:1][C:2]1[CH:3]=[C:4]([C@:9]2([CH2:27][F:28])[CH2:14][C@@H:13]([C:15]([F:18])([F:17])[F:16])[O:12][C:11]([NH:19]C(=O)OC(C)(C)C)=[N:10]2)[C:5]([F:8])=[N:6][CH:7]=1.FC(F)(F)C(O)=O, predict the reaction product. (2) Given the reactants [Cl:1][C:2]1[CH:7]=[C:6]([Cl:8])[CH:5]=[CH:4][C:3]=1[S:9]([NH:12][CH2:13][CH2:14][C@H:15]([OH:26])[CH2:16][NH:17][C:18](=[O:25])[C@H:19]([CH2:21][CH:22]([CH3:24])[CH3:23])[NH2:20])(=[O:11])=[O:10].[N-:27]=[C:28]=[O:29].[CH2:30]1[CH2:35][CH2:34][CH2:33][CH2:32][CH2:31]1, predict the reaction product. The product is: [CH:30]1([NH:27][C:28]([NH:20][C@H:19]([C:18]([NH:17][CH2:16][C@@H:15]([OH:26])[CH2:14][CH2:13][NH:12][S:9]([C:3]2[CH:4]=[CH:5][C:6]([Cl:8])=[CH:7][C:2]=2[Cl:1])(=[O:10])=[O:11])=[O:25])[CH2:21][CH:22]([CH3:23])[CH3:24])=[O:29])[CH2:35][CH2:34][CH2:33][CH2:32][CH2:31]1. (3) Given the reactants CON(C)[C:4]([C:6]1([NH:9][C:10](=[O:19])[O:11][CH2:12][C:13]2[CH:18]=[CH:17][CH:16]=[CH:15][CH:14]=2)[CH2:8][CH2:7]1)=[O:5].[H-].[H-].[H-].[H-].[Li+].[Al+3].OS([O-])(=O)=O.[K+], predict the reaction product. The product is: [CH:4]([C:6]1([NH:9][C:10](=[O:19])[O:11][CH2:12][C:13]2[CH:18]=[CH:17][CH:16]=[CH:15][CH:14]=2)[CH2:7][CH2:8]1)=[O:5]. (4) Given the reactants [CH:1]1([N:4]([CH2:18][C:19]2[S:23][C:22]([C:24](OCC)=[O:25])=[N:21][N:20]=2)[S:5]([C:8]2[C:13]([CH3:14])=[CH:12][C:11]([O:15][CH3:16])=[CH:10][C:9]=2[CH3:17])(=[O:7])=[O:6])[CH2:3][CH2:2]1.[N:29]1([CH2:34][CH2:35][CH:36]2[CH2:41][CH2:40][NH:39][CH2:38][CH2:37]2)[CH2:33][CH2:32][CH2:31][CH2:30]1.C[Al](C)C, predict the reaction product. The product is: [NH3:4].[CH:1]1([N:4]([CH2:18][C:19]2[S:23][C:22]([C:24]([N:39]3[CH2:38][CH2:37][CH:36]([CH2:35][CH2:34][N:29]4[CH2:33][CH2:32][CH2:31][CH2:30]4)[CH2:41][CH2:40]3)=[O:25])=[N:21][N:20]=2)[S:5]([C:8]2[C:13]([CH3:14])=[CH:12][C:11]([O:15][CH3:16])=[CH:10][C:9]=2[CH3:17])(=[O:7])=[O:6])[CH2:3][CH2:2]1. (5) Given the reactants [I:1][C:2]1[CH:3]=[CH:4][C:5]([SH:8])=[N:6][CH:7]=1.C(Cl)Cl.[OH2:12].[ClH:13].[O-:14]Cl.[Na+], predict the reaction product. The product is: [I:1][C:2]1[CH:3]=[CH:4][C:5]([S:8]([Cl:13])(=[O:14])=[O:12])=[N:6][CH:7]=1. (6) Given the reactants [ClH:1].Cl.Cl.[CH3:4][N:5]([CH2:19]/[CH:20]=[CH:21]/[C:22]1[CH:23]=[C:24]([CH:28]=[CH:29][CH:30]=1)[C:25]([NH2:27])=[NH:26])[C:6]1[CH:11]=[CH:10][C:9]([O:12][CH:13]2[CH2:18][CH2:17][NH:16][CH2:15][CH2:14]2)=[CH:8][CH:7]=1.Cl.[C:32](=[NH:37])(OCC)[CH3:33].C(N(CC)CC)C.Cl, predict the reaction product. The product is: [ClH:1].[ClH:1].[ClH:1].[C:32]([N:16]1[CH2:15][CH2:14][CH:13]([O:12][C:9]2[CH:10]=[CH:11][C:6]([N:5]([CH2:19]/[CH:20]=[CH:21]/[C:22]3[CH:23]=[C:24]([CH:28]=[CH:29][CH:30]=3)[C:25]([NH2:27])=[NH:26])[CH3:4])=[CH:7][CH:8]=2)[CH2:18][CH2:17]1)(=[NH:37])[CH3:33].